This data is from Forward reaction prediction with 1.9M reactions from USPTO patents (1976-2016). The task is: Predict the product of the given reaction. (1) Given the reactants [CH2:1]([O:8][C:9]1[CH:14]=[CH:13][N:12]=[C:11]([NH:15][NH2:16])[CH:10]=1)[C:2]1[CH:7]=[CH:6][CH:5]=[CH:4][CH:3]=1.[CH3:17]OC(OC)OC.CC1C=CC(S(O)(=O)=O)=CC=1, predict the reaction product. The product is: [CH2:1]([O:8][C:9]1[CH:14]=[CH:13][N:12]2[CH:17]=[N:16][N:15]=[C:11]2[CH:10]=1)[C:2]1[CH:3]=[CH:4][CH:5]=[CH:6][CH:7]=1. (2) Given the reactants C(O[C:4]([C:6]1[N:7]([C@H:19]([CH3:29])[CH2:20][NH:21]C(OC(C)(C)C)=O)[C:8]2[C:13]([CH:14]=1)=[CH:12][CH:11]=[C:10]([C:15]([F:18])([F:17])[F:16])[CH:9]=2)=O)C.FC(F)(F)C(O)=O.[Cl:37]CCl, predict the reaction product. The product is: [ClH:37].[CH3:29][C@H:19]1[N:7]2[C:8]3[CH:9]=[C:10]([C:15]([F:18])([F:17])[F:16])[CH:11]=[CH:12][C:13]=3[CH2:14][C@@H:6]2[CH2:4][NH:21][CH2:20]1. (3) Given the reactants [C:1]([O:5][C:6](=[O:13])[NH:7][CH2:8][CH2:9][CH2:10][CH2:11][NH2:12])([CH3:4])([CH3:3])[CH3:2].C(O)(=O)C.C([BH3-])#N.[Na+].[CH:22](=O)[CH2:23][CH3:24], predict the reaction product. The product is: [C:1]([O:5][C:6](=[O:13])[NH:7][CH2:8][CH2:9][CH2:10][CH2:11][NH:12][CH2:22][CH2:23][CH3:24])([CH3:4])([CH3:2])[CH3:3]. (4) Given the reactants [Li]CCCC.[NH2:6][C:7]1[CH:12]=[C:11]([CH3:13])[CH:10]=[CH:9][N:8]=1.C([O:16][C:17]([C:19]1[N:23]2[CH:24]=[CH:25][C:26]([CH3:28])=[CH:27][C:22]2=[N:21][C:20]=1[CH3:29])=O)C.[Cl-].[NH4+], predict the reaction product. The product is: [CH3:13][C:11]1[CH:10]=[CH:9][N:8]=[C:7]([NH:6][C:17]([C:19]2[N:23]3[CH:24]=[CH:25][C:26]([CH3:28])=[CH:27][C:22]3=[N:21][C:20]=2[CH3:29])=[O:16])[CH:12]=1.